From a dataset of Forward reaction prediction with 1.9M reactions from USPTO patents (1976-2016). Predict the product of the given reaction. (1) Given the reactants [CH3:1][N:2]1[C:11](=[O:12])[C:10]2[N:9]([CH2:13][C:14]3[CH:19]=[CH:18][CH:17]=[CH:16][CH:15]=3)[C:8]([Cl:20])=[N:7][C:6]=2[NH:5][C:3]1=[O:4].[CH2:21](Br)[C:22]#[CH:23].C(=O)([O-])[O-].[K+].[K+], predict the reaction product. The product is: [CH3:1][N:2]1[C:11](=[O:12])[C:10]2[N:9]([CH2:13][C:14]3[CH:15]=[CH:16][CH:17]=[CH:18][CH:19]=3)[C:8]([Cl:20])=[N:7][C:6]=2[N:5]([CH2:23][C:22]#[CH:21])[C:3]1=[O:4]. (2) Given the reactants [NH2:1][CH2:2][CH:3]1[CH2:8][CH2:7][N:6]([C:9]([O:11][CH2:12][C:13]2[CH:18]=[CH:17][CH:16]=[CH:15][CH:14]=2)=[O:10])[CH2:5][CH2:4]1.Cl[C:20]1[N:25]=[CH:24][CH:23]=[CH:22][N:21]=1, predict the reaction product. The product is: [N:21]1[CH:22]=[CH:23][CH:24]=[N:25][C:20]=1[NH:1][CH2:2][CH:3]1[CH2:8][CH2:7][N:6]([C:9]([O:11][CH2:12][C:13]2[CH:14]=[CH:15][CH:16]=[CH:17][CH:18]=2)=[O:10])[CH2:5][CH2:4]1.